Dataset: Full USPTO retrosynthesis dataset with 1.9M reactions from patents (1976-2016). Task: Predict the reactants needed to synthesize the given product. Given the product [CH:34]1[CH:33]=[CH:32][C:31]([C:29]2[C:30]3[C:21](=[C:20]([C:43]4[CH:48]=[CH:47][CH:46]=[CH:45][CH:44]=4)[C:19]4[C:14]([C:13]=3[C:10]3[CH:9]=[CH:8][CH:7]=[CH:12][CH:11]=3)=[CH:15][CH:16]=[CH:17][CH:18]=4)[C:22]([C:37]3[CH:42]=[CH:41][CH:40]=[CH:39][CH:38]=3)=[C:23]3[C:28]=2[CH:27]=[CH:26][CH:25]=[CH:24]3)=[CH:36][CH:35]=1.[SiH4:62], predict the reactants needed to synthesize it. The reactants are: FC(F)(F)S(O[C:7]1[CH:12]=[CH:11][C:10]([C:13]2[C:30]3[C:21](=[C:22]([C:37]4[CH:42]=[CH:41][CH:40]=[CH:39][CH:38]=4)[C:23]4[C:28]([C:29]=3[C:31]3[CH:36]=[CH:35][CH:34]=[CH:33][CH:32]=3)=[CH:27][CH:26]=[CH:25][CH:24]=4)[C:20]([C:43]3[CH:48]=[CH:47][C:46](OS(C(F)(F)F)(=O)=O)=[CH:45][CH:44]=3)=[C:19]3[C:14]=2[CH:15]=[CH:16][CH:17]=[CH:18]3)=[CH:9][CH:8]=1)(=O)=O.C(O[SiH:62](OCC)OCC)C.